This data is from Reaction yield outcomes from USPTO patents with 853,638 reactions. The task is: Predict the reaction yield, written as a fraction of the theoretical maximum amount of product (1.0 means a 100% yield; for example, 0.34 means a 34% yield). (1) The reactants are C(N(CC)CC)C.[CH3:8][N:9]([CH3:31])[S:10]([C:13]1[CH:14]=[C:15]2[C:19](=[CH:20][CH:21]=1)[N:18](C(OC(C)(C)C)=O)[CH:17]=[C:16]2[CH:29]=[O:30])(=[O:12])=[O:11].[CH:32](=[N:39][C:40]1[CH:45]=[CH:44][CH:43]=[C:42]([O:46][CH3:47])[CH:41]=1)[C:33]1[CH:38]=[CH:37][CH:36]=[CH:35][CH:34]=1. The catalyst is [Cl-].C([N+]1C(C)=C(CCO)SC=1)C1C=CC=CC=1.C(O)C. The product is [CH3:47][O:46][C:42]1[CH:41]=[C:40]([NH:39][CH:32]([C:33]2[CH:38]=[CH:37][CH:36]=[CH:35][CH:34]=2)[C:29]([C:16]2[C:15]3[C:19](=[CH:20][CH:21]=[C:13]([S:10]([N:9]([CH3:8])[CH3:31])(=[O:11])=[O:12])[CH:14]=3)[NH:18][CH:17]=2)=[O:30])[CH:45]=[CH:44][CH:43]=1. The yield is 0.0900. (2) The reactants are [C:1]([O:4][C:5]1[CH:6]=[C:7]2[C:12](=[CH:13][C:14]=1[O:15][CH3:16])[N:11]=[C:10]([C:17]1[CH:22]=[CH:21][CH:20]=[C:19]([C:23]3[CH:28]=[CH:27][CH:26]=[CH:25][CH:24]=3)[CH:18]=1)[N:9]=[C:8]2Cl)(=[O:3])[CH3:2].[NH2:30][C:31]1[CH:32]=[C:33]2[C:37](=[CH:38][CH:39]=1)[N:36]([C:40]([O:42][C:43]([CH3:46])([CH3:45])[CH3:44])=[O:41])[N:35]=[CH:34]2. The catalyst is C(O)(C)C. The product is [C:1]([O:4][C:5]1[CH:6]=[C:7]2[C:12](=[CH:13][C:14]=1[O:15][CH3:16])[N:11]=[C:10]([C:17]1[CH:22]=[CH:21][CH:20]=[C:19]([C:23]3[CH:28]=[CH:27][CH:26]=[CH:25][CH:24]=3)[CH:18]=1)[N:9]=[C:8]2[NH:30][C:31]1[CH:32]=[C:33]2[C:37](=[CH:38][CH:39]=1)[N:36]([C:40]([O:42][C:43]([CH3:46])([CH3:45])[CH3:44])=[O:41])[N:35]=[CH:34]2)(=[O:3])[CH3:2]. The yield is 0.770. (3) The reactants are [CH3:1][O:2][C:3]1[CH:8]=[CH:7][C:6]([CH2:9][N:10]2[C:15](=[O:16])[CH:14]=[C:13](/[CH:17]=[CH:18]/[C:19]([O:21][CH2:22][CH2:23][CH2:24][CH3:25])=[O:20])[C:12]([O:26]CC3C=CC(OC)=CC=3)=[N:11]2)=[CH:5][CH:4]=1.O1CCOCC1. The catalyst is C(O)C.[Pd]. The product is [CH3:1][O:2][C:3]1[CH:8]=[CH:7][C:6]([CH2:9][N:10]2[C:15](=[O:16])[CH:14]=[C:13]([CH2:17][CH2:18][C:19]([O:21][CH2:22][CH2:23][CH2:24][CH3:25])=[O:20])[C:12](=[O:26])[NH:11]2)=[CH:5][CH:4]=1. The yield is 0.980. (4) The reactants are [CH3:1][O:2][C:3](=[O:21])[CH2:4][C:5]1[CH2:10][CH2:9][C:8]([CH3:12])([CH3:11])[CH2:7][C:6]=1[C:13]1[CH:18]=[CH:17][CH:16]=[C:15]([O:19][CH3:20])[CH:14]=1. The catalyst is CO.N#N.[OH-].[Pd+2].[OH-]. The product is [CH3:1][O:2][C:3](=[O:21])[CH2:4][CH:5]1[CH2:10][CH2:9][C:8]([CH3:12])([CH3:11])[CH2:7][CH:6]1[C:13]1[CH:18]=[CH:17][CH:16]=[C:15]([O:19][CH3:20])[CH:14]=1. The yield is 0.880. (5) The reactants are CS(C)=O.C(Cl)(=O)C(Cl)=O.[F:11][C:12]1[CH:13]=[CH:14][C:15]2[O:19][CH:18]=[C:17]([CH2:20][OH:21])[C:16]=2[CH:22]=1.C(N(CC)CC)C. The catalyst is ClCCl. The product is [F:11][C:12]1[CH:13]=[CH:14][C:15]2[O:19][CH:18]=[C:17]([CH:20]=[O:21])[C:16]=2[CH:22]=1. The yield is 1.00. (6) The catalyst is C1C=CC([P]([Pd]([P](C2C=CC=CC=2)(C2C=CC=CC=2)C2C=CC=CC=2)([P](C2C=CC=CC=2)(C2C=CC=CC=2)C2C=CC=CC=2)[P](C2C=CC=CC=2)(C2C=CC=CC=2)C2C=CC=CC=2)(C2C=CC=CC=2)C2C=CC=CC=2)=CC=1. The reactants are I[C:2]1[C:7]([O:8][CH3:9])=[C:6]([O:10][CH3:11])[C:5]([O:12][CH3:13])=[CH:4][C:3]=1[P:14](=[O:27])([C:21]1[CH:26]=[CH:25][CH:24]=[CH:23][CH:22]=1)[C:15]1[CH:20]=[CH:19][CH:18]=[CH:17][CH:16]=1.[C:28]1(B(O)O)[CH:33]=[CH:32][CH:31]=[CH:30][CH:29]=1. The yield is 0.980. The product is [C:28]1([C:2]2[C:7]([O:8][CH3:9])=[C:6]([O:10][CH3:11])[C:5]([O:12][CH3:13])=[CH:4][C:3]=2[P:14](=[O:27])([C:21]2[CH:26]=[CH:25][CH:24]=[CH:23][CH:22]=2)[C:15]2[CH:20]=[CH:19][CH:18]=[CH:17][CH:16]=2)[CH:33]=[CH:32][CH:31]=[CH:30][CH:29]=1. (7) The reactants are [OH:1][C:2]1[CH:7]=[C:6]([O:8][CH3:9])[CH:5]=[CH:4][C:3]=1[C:10](/[C:12](=[CH:20]\[C:21]1[CH:26]=[CH:25][CH:24]=[CH:23][CH:22]=1)/C(OC(C)(C)C)=O)=[O:11].C1(C)C=CC(S(O)(=O)=O)=CC=1. The catalyst is NC(N)=S.C1(C)C=CC=CC=1. The product is [CH3:9][O:8][C:6]1[CH:7]=[C:2]2[C:3]([C:10](=[O:11])[CH2:12][C@H:20]([C:21]3[CH:26]=[CH:25][CH:24]=[CH:23][CH:22]=3)[O:1]2)=[CH:4][CH:5]=1. The yield is 0.710. (8) The reactants are [CH3:1][N:2]([CH3:26])[CH2:3][CH2:4][CH2:5][O:6][C:7]1[C:8]([CH3:25])=[C:9]2[N:14]([CH:15]=1)[N:13]=[CH:12][N:11]=[C:10]2[O:16][C:17]1[CH:22]=[CH:21][C:20]([NH2:23])=[CH:19][C:18]=1[F:24].[ClH:27].Cl.FC1C=C(NC(NC(=O)CC2C=CC(F)=CC=2)=S)C=CC=1OC1C2=C(C)C(OCCN3CCN(C)CC3)=CN2N=CN=1.C(NC(=O)OC1C(C)=C2N(C=1)N=CN=C2OC1C=CC(N[C:93]([NH:95][C:96](=[O:105])[CH2:97][C:98]2[CH:103]=[CH:102][C:101]([F:104])=[CH:100][CH:99]=2)=[O:94])=CC=1F)C. No catalyst specified. The product is [ClH:27].[CH3:26][N:2]([CH3:1])[CH2:3][CH2:4][CH2:5][O:6][C:7]1[C:8]([CH3:25])=[C:9]2[N:14]([CH:15]=1)[N:13]=[CH:12][N:11]=[C:10]2[O:16][C:17]1[CH:22]=[CH:21][C:20]([NH:23][C:93]([NH:95][C:96](=[O:105])[CH2:97][C:98]2[CH:103]=[CH:102][C:101]([F:104])=[CH:100][CH:99]=2)=[O:94])=[CH:19][C:18]=1[F:24]. The yield is 0.130. (9) The reactants are Br[C:2]1[C:3]([CH3:10])=[N:4][C:5]([Cl:9])=[CH:6][C:7]=1[CH3:8].[Li]C(C)(C)C.CN([CH:19]=[O:20])C. The catalyst is CCOCC. The product is [Cl:9][C:5]1[N:4]=[C:3]([CH3:10])[C:2]([CH:19]=[O:20])=[C:7]([CH3:8])[CH:6]=1. The yield is 0.600.